From a dataset of Forward reaction prediction with 1.9M reactions from USPTO patents (1976-2016). Predict the product of the given reaction. (1) The product is: [I:15][C:11]1[C:9]2=[N:10][C:5](/[N:4]=[CH:3]/[N:2]([CH3:14])[CH3:1])=[CH:6][CH:7]=[C:8]2[NH:13][CH:12]=1. Given the reactants [CH3:1][N:2]([CH3:14])/[CH:3]=[N:4]/[C:5]1[N:10]=[C:9]2[CH:11]=[CH:12][NH:13][C:8]2=[CH:7][CH:6]=1.[I:15]N1C(=O)CCC1=O, predict the reaction product. (2) Given the reactants Cl.[Br:2][C:3]1[CH:4]=[CH:5][C:6]([O:36]COC)=[C:7]([C@:9]([NH:29][S@](C(C)(C)C)=O)([C:15]2[CH:20]=[C:19]([N:21]3[CH2:26][CH2:25][O:24][CH2:23][CH2:22]3)[N:18]=[C:17]([F:27])[C:16]=2[Cl:28])[CH2:10][O:11][CH2:12][C:13]#[N:14])[CH:8]=1, predict the reaction product. The product is: [NH2:14][C:13]1[CH2:12][O:11][CH2:10][C@:9]([C:7]2[CH:8]=[C:3]([Br:2])[CH:4]=[CH:5][C:6]=2[OH:36])([C:15]2[CH:20]=[C:19]([N:21]3[CH2:26][CH2:25][O:24][CH2:23][CH2:22]3)[N:18]=[C:17]([F:27])[C:16]=2[Cl:28])[N:29]=1. (3) Given the reactants Cl[CH2:2][CH2:3][NH:4][C:5](=O)[CH3:6].P(Cl)(Cl)(Cl)(Cl)Cl.C1(C)C=CC=CC=1.Cl.[NH2:22][C:23]1[CH:24]=[C:25]([C:29]2[O:30][CH:31]=[CH:32][C:33]=2[C:34]([O:36][CH2:37][CH3:38])=[O:35])[CH:26]=[CH:27][CH:28]=1, predict the reaction product. The product is: [CH3:6][C:5]1[N:22]([C:23]2[CH:24]=[C:25]([C:29]3[O:30][CH:31]=[CH:32][C:33]=3[C:34]([O:36][CH2:37][CH3:38])=[O:35])[CH:26]=[CH:27][CH:28]=2)[CH2:2][CH2:3][N:4]=1. (4) Given the reactants [CH2:1]([O:3][CH:4]([CH2:10][C:11]1[CH:16]=[CH:15][C:14]([O:17][CH2:18][CH2:19][C:20]2[CH:25]=[CH:24][C:23]([O:26]S(C)(=O)=O)=[CH:22][CH:21]=2)=[C:13]([CH3:31])[CH:12]=1)[C:5]([O:7]CC)=[O:6])[CH3:2].[OH-].[Na+].O, predict the reaction product. The product is: [CH2:1]([O:3][CH:4]([CH2:10][C:11]1[CH:16]=[CH:15][C:14]([O:17][CH2:18][CH2:19][C:20]2[CH:25]=[CH:24][C:23]([OH:26])=[CH:22][CH:21]=2)=[C:13]([CH3:31])[CH:12]=1)[C:5]([OH:7])=[O:6])[CH3:2]. (5) Given the reactants [Cl:1][C:2]1[NH:3][CH:4]=[C:5]([N+:7]([O-:9])=[O:8])[N:6]=1.[N+:10]([C:13]1[CH:26]=[CH:25][C:16]([C:17]([O:19][CH2:20][C@:21]2([CH3:24])[CH2:23][O:22]2)=[O:18])=[CH:15][CH:14]=1)([O-:12])=[O:11].C(N(CC)CC)C, predict the reaction product. The product is: [Cl:1][C:2]1[N:3]([CH2:24][C@@:21]([OH:22])([CH3:23])[CH2:20][O:19][C:17](=[O:18])[C:16]2[CH:15]=[CH:14][C:13]([N+:10]([O-:12])=[O:11])=[CH:26][CH:25]=2)[CH:4]=[C:5]([N+:7]([O-:9])=[O:8])[N:6]=1. (6) The product is: [CH3:1][O:2][C:3]1[CH:4]=[C:5]([O:9][CH3:10])[CH:6]=[CH:7][C:8]=1[C:20]([CH:17]1[CH2:16][CH2:15][N:14]([C:11](=[O:13])[CH3:12])[CH2:19][CH2:18]1)=[O:21]. Given the reactants [CH3:1][O:2][C:3]1[CH:8]=[CH:7][CH:6]=[C:5]([O:9][CH3:10])[CH:4]=1.[C:11]([N:14]1[CH2:19][CH2:18][CH:17]([C:20](Cl)=[O:21])[CH2:16][CH2:15]1)(=[O:13])[CH3:12].[NH4+].[Cl-].Cl, predict the reaction product. (7) The product is: [CH3:13][C:14]([O:17][C:18]([N:4]1[CH2:9][CH2:8][CH2:7][C@H:6]([C:10]([OH:12])=[O:11])[CH2:5]1)=[O:19])([CH3:16])[CH3:15]. Given the reactants C(Cl)Cl.[NH:4]1[CH2:9][CH2:8][CH2:7][C@H:6]([C:10]([OH:12])=[O:11])[CH2:5]1.[CH3:13][C:14]([O:17][C:18](O[C:18]([O:17][C:14]([CH3:16])([CH3:15])[CH3:13])=[O:19])=[O:19])([CH3:16])[CH3:15], predict the reaction product. (8) Given the reactants C(O/[CH:4]=[C:5](\[CH3:12])/[C:6](=O)[C:7]([F:10])([F:9])[F:8])C.O.[NH2:14][NH2:15], predict the reaction product. The product is: [CH3:12][C:5]1[C:6]([C:7]([F:10])([F:9])[F:8])=[N:14][NH:15][CH:4]=1. (9) The product is: [C:7]([C:6]1[CH:9]=[C:2]([NH:1][C:20]2[CH:25]=[C:24]([O:26][C:27]3[C:36]4[C:31](=[CH:32][CH:33]=[CH:34][CH:35]=4)[C:30]([NH:37][C:38](=[O:44])[O:39][C:40]([CH3:42])([CH3:41])[CH3:43])=[CH:29][CH:28]=3)[CH:23]=[CH:22][N:21]=2)[CH:3]=[CH:4][C:5]=1[O:10][CH2:11][CH2:12][N:13]1[CH2:14][CH2:15][O:16][CH2:17][CH2:18]1)#[N:8]. Given the reactants [NH2:1][C:2]1[CH:3]=[CH:4][C:5]([O:10][CH2:11][CH2:12][N:13]2[CH2:18][CH2:17][O:16][CH2:15][CH2:14]2)=[C:6]([CH:9]=1)[C:7]#[N:8].Cl[C:20]1[CH:25]=[C:24]([O:26][C:27]2[C:36]3[C:31](=[CH:32][CH:33]=[CH:34][CH:35]=3)[C:30]([NH:37][C:38](=[O:44])[O:39][C:40]([CH3:43])([CH3:42])[CH3:41])=[CH:29][CH:28]=2)[CH:23]=[CH:22][N:21]=1.C([O-])([O-])=O.[K+].[K+].CC(C1C=C(C(C)C)C(C2C(P(C3CCCCC3)C3CCCCC3)=C(OC)C=CC=2OC)=C(C(C)C)C=1)C, predict the reaction product.